Dataset: Forward reaction prediction with 1.9M reactions from USPTO patents (1976-2016). Task: Predict the product of the given reaction. (1) Given the reactants CS(O[CH2:6][CH2:7][O:8][C@H:9]1[CH2:14][CH2:13][C@H:12]([N:15]2[C:20](=[O:21])[C:19]([CH2:22][C:23]3[CH:28]=[CH:27][C:26]([C:29]4[CH:34]=[CH:33][CH:32]=[CH:31][C:30]=4[C:35]#[N:36])=[CH:25][CH:24]=3)=[C:18]([CH2:37][CH2:38][CH3:39])[N:17]3[N:40]=[CH:41][N:42]=[C:16]23)[CH2:11][CH2:10]1)(=O)=O.[NH:43]1[CH:47]=[CH:46][N:45]=[CH:44]1.CN(C)C=O.[H-].[Na+], predict the reaction product. The product is: [N:43]1([CH2:6][CH2:7][O:8][C@H:9]2[CH2:14][CH2:13][C@H:12]([N:15]3[C:20](=[O:21])[C:19]([CH2:22][C:23]4[CH:24]=[CH:25][C:26]([C:29]5[C:30]([C:35]#[N:36])=[CH:31][CH:32]=[CH:33][CH:34]=5)=[CH:27][CH:28]=4)=[C:18]([CH2:37][CH2:38][CH3:39])[N:17]4[N:40]=[CH:41][N:42]=[C:16]34)[CH2:11][CH2:10]2)[CH:47]=[CH:46][N:45]=[CH:44]1. (2) Given the reactants [NH2:1][C:2]1[CH:3]=[CH:4][C:5]([F:30])=[C:6]([C@:8]23[CH2:16][O:15][C@H:14]([C:17]([F:20])([F:19])[CH3:18])[C@H:13]2[CH2:12][S:11][C:10]([NH:21][C:22](=[O:29])[C:23]2[CH:28]=[CH:27][CH:26]=[CH:25][CH:24]=2)=[N:9]3)[CH:7]=1.[N:31]1([C:36]2[N:37]=[CH:38][C:39]([C:42](O)=[O:43])=[N:40][CH:41]=2)[CH:35]=[N:34][CH:33]=[N:32]1.C1C=NC2N(O)N=NC=2C=1.C(N(CC)C(C)C)(C)C.CCN=C=NCCCN(C)C, predict the reaction product. The product is: [C:22]([NH:21][C:10]1[S:11][CH2:12][C@@H:13]2[C@@H:14]([C:17]([F:19])([F:20])[CH3:18])[O:15][CH2:16][C@:8]2([C:6]2[CH:7]=[C:2]([NH:1][C:42]([C:39]3[CH:38]=[N:37][C:36]([N:31]4[CH:35]=[N:34][CH:33]=[N:32]4)=[CH:41][N:40]=3)=[O:43])[CH:3]=[CH:4][C:5]=2[F:30])[N:9]=1)(=[O:29])[C:23]1[CH:24]=[CH:25][CH:26]=[CH:27][CH:28]=1. (3) Given the reactants [C:1](=O)([O-])[O-].[K+].[K+].[CH:7]([CH:9]1[CH2:13][N:12]([C:14]([O:16][C:17]([CH3:20])([CH3:19])[CH3:18])=[O:15])[CH:11]([CH3:21])[CH2:10]1)=O.[N+](=C(P(=O)(OC)OC)C(=O)C)=[N-], predict the reaction product. The product is: [C:7]([CH:9]1[CH2:13][N:12]([C:14]([O:16][C:17]([CH3:20])([CH3:19])[CH3:18])=[O:15])[CH:11]([CH3:21])[CH2:10]1)#[CH:1]. (4) The product is: [Br:1][C:2]1[CH:11]=[C:10]2[C:5]([C:6]([Cl:16])=[CH:7][N:8]=[N:9]2)=[CH:4][C:3]=1[Cl:13]. Given the reactants [Br:1][C:2]1[CH:11]=[C:10]2[C:5]([C:6](=O)[CH:7]=[N:8][NH:9]2)=[CH:4][C:3]=1[Cl:13].S(Cl)([Cl:16])=O, predict the reaction product.